This data is from Reaction yield outcomes from USPTO patents with 853,638 reactions. The task is: Predict the reaction yield, written as a fraction of the theoretical maximum amount of product (1.0 means a 100% yield; for example, 0.34 means a 34% yield). (1) The yield is 0.480. The catalyst is O1CCOCC1. The product is [S:10]1[CH:11]=[CH:12][C:8]([C:6]2[CH:5]=[CH:4][N:3]=[C:2]([NH:13][CH2:14][C:15]3[CH:16]=[CH:17][C:18]([C:19]([O:21][CH3:22])=[O:20])=[CH:23][CH:24]=3)[N:7]=2)=[CH:9]1. The reactants are Cl[C:2]1[N:7]=[C:6]([C:8]2[CH:12]=[CH:11][S:10][CH:9]=2)[CH:5]=[CH:4][N:3]=1.[NH2:13][CH2:14][C:15]1[CH:24]=[CH:23][C:18]([C:19]([O:21][CH3:22])=[O:20])=[CH:17][CH:16]=1.CCN(C(C)C)C(C)C. (2) The reactants are [Br:1][C:2]1[CH:3]=[C:4]([CH2:9][OH:10])[CH:5]=[CH:6][C:7]=1[I:8].C([O-])(O)=O.[Na+].[Na+].[Br-].CC1(C)N([O])C(C)(C)CCC1.[O-]Cl.[Na+].CC(OI1(OC(C)=O)(OC(C)=O)OC(=O)C2C=CC=CC1=2)=O. The catalyst is C(Cl)Cl.O.CCCCCCC.CCOC(C)=O. The product is [Br:1][C:2]1[CH:3]=[C:4]([CH:5]=[CH:6][C:7]=1[I:8])[CH:9]=[O:10]. The yield is 0.870. (3) The reactants are [CH:1]1[C:13]2[CH:12]([CH2:14][O:15][C:16]([NH:18][C@H:19]([C:25]([O:27][C:28]([CH3:31])([CH3:30])[CH3:29])=[O:26])[CH2:20][CH2:21][C:22]([OH:24])=O)=[O:17])[C:11]3[C:6](=[CH:7][CH:8]=[CH:9][CH:10]=3)[C:5]=2[CH:4]=[CH:3][CH:2]=1.[NH2:32][CH2:33][CH2:34][O:35][CH2:36][CH2:37][O:38][CH2:39][CH2:40][O:41][CH2:42][CH2:43][NH:44][C:45](=[O:51])[O:46][C:47]([CH3:50])([CH3:49])[CH3:48].C(N(CC)C(C)C)(C)C.F[P-](F)(F)(F)(F)F.C[N+](C)=C(N(C)C)ON1C2C=CC=CC=2N=N1. The catalyst is C1COCC1. The product is [CH:1]1[C:13]2[CH:12]([CH2:14][O:15][C:16](=[O:17])[NH:18][C@H:19]([C:25]([O:27][C:28]([CH3:29])([CH3:31])[CH3:30])=[O:26])[CH2:20][CH2:21][C:22](=[O:24])[NH:32][CH2:33][CH2:34][O:35][CH2:36][CH2:37][O:38][CH2:39][CH2:40][O:41][CH2:42][CH2:43][NH:44][C:45](=[O:51])[O:46][C:47]([CH3:49])([CH3:48])[CH3:50])[C:11]3[C:6](=[CH:7][CH:8]=[CH:9][CH:10]=3)[C:5]=2[CH:4]=[CH:3][CH:2]=1. The yield is 0.990. (4) The reactants are [CH3:1][O:2][C:3](=[O:34])[C:4]1[CH:9]=[CH:8][C:7]([CH2:10][N:11]2[CH:16]([C:17]3[C:22]([CH3:23])=[CH:21][CH:20]=[CH:19][N:18]=3)[CH2:15][CH2:14][CH2:13][CH:12]2[C:24]2[C:29]([CH3:30])=[CH:28][CH:27]=[CH:26][N:25]=2)=[C:6]([N+:31]([O-])=O)[CH:5]=1. The catalyst is CO.CCOC(C)=O.[Pd]. The product is [CH3:1][O:2][C:3](=[O:34])[C:4]1[CH:9]=[CH:8][C:7]([CH2:10][N:11]2[CH:12]([C:24]3[C:29]([CH3:30])=[CH:28][CH:27]=[CH:26][N:25]=3)[CH2:13][CH2:14][CH2:15][CH:16]2[C:17]2[C:22]([CH3:23])=[CH:21][CH:20]=[CH:19][N:18]=2)=[C:6]([NH2:31])[CH:5]=1. The yield is 0.690. (5) The reactants are [F:1][C:2]1[CH:3]=[C:4]([C:9](=O)[CH2:10][CH3:11])[CH:5]=[CH:6][C:7]=1[OH:8].[Cl:13][CH2:14][CH2:15][O:16][C:17]1[CH:22]=[CH:21][C:20]([C:23]([C:25]2[CH:30]=[CH:29][C:28]([OH:31])=[CH:27][CH:26]=2)=O)=[CH:19][CH:18]=1. No catalyst specified. The product is [Cl:13][CH2:14][CH2:15][O:16][C:17]1[CH:22]=[CH:21][C:20]([C:23]([C:25]2[CH:30]=[CH:29][C:28]([OH:31])=[CH:27][CH:26]=2)=[C:9]([C:4]2[CH:5]=[CH:6][C:7]([OH:8])=[C:2]([F:1])[CH:3]=2)[CH2:10][CH3:11])=[CH:19][CH:18]=1. The yield is 0.880.